Predict the reaction yield, written as a fraction of the theoretical maximum amount of product (1.0 means a 100% yield; for example, 0.34 means a 34% yield). From a dataset of Reaction yield outcomes from USPTO patents with 853,638 reactions. (1) The reactants are [CH3:1][S:2][C:3]1[N:8]=[C:7]([C:9]#[C:10][C:11]2[CH:16]=[CH:15][CH:14]=[CH:13][C:12]=2[CH2:17][C:18]([O:20][CH3:21])=[O:19])[CH:6]=[CH:5][N:4]=1. The catalyst is CN(C=O)C.[Pd]. The product is [CH3:1][S:2][C:3]1[N:8]=[C:7]([CH2:9][CH2:10][C:11]2[CH:16]=[CH:15][CH:14]=[CH:13][C:12]=2[CH2:17][C:18]([O:20][CH3:21])=[O:19])[CH:6]=[CH:5][N:4]=1. The yield is 0.520. (2) The reactants are [Br:1][C:2]1[CH:7]=[CH:6][N:5]=[C:4]2[NH:8][CH:9]=[CH:10][C:3]=12.[H-].[Na+].[C:13]1([S:19](Cl)(=[O:21])=[O:20])[CH:18]=[CH:17][CH:16]=[CH:15][CH:14]=1. The catalyst is C1COCC1.CCCCC. The product is [C:13]1([S:19]([N:8]2[C:4]3=[N:5][CH:6]=[CH:7][C:2]([Br:1])=[C:3]3[CH:10]=[CH:9]2)(=[O:21])=[O:20])[CH:18]=[CH:17][CH:16]=[CH:15][CH:14]=1. The yield is 0.730. (3) The reactants are [CH:1]([C:3]1[CH:8]=[CH:7][C:6]([C:9]2[C:10]3[C:15]([CH:16]=[C:17]4[C:22]=2[CH:21]=[CH:20][CH:19]=[CH:18]4)=[CH:14][CH:13]=[CH:12][CH:11]=3)=[CH:5][CH:4]=1)=[O:2].C1C(=O)N([Br:30])C(=O)C1. The catalyst is CN(C=O)C.O. The product is [Br:30][C:16]1[C:17]2[C:22]([C:9]([C:6]3[CH:5]=[CH:4][C:3]([CH:1]=[O:2])=[CH:8][CH:7]=3)=[C:10]3[C:15]=1[CH:14]=[CH:13][CH:12]=[CH:11]3)=[CH:21][CH:20]=[CH:19][CH:18]=2. The yield is 0.900. (4) The reactants are Cl.[CH3:2][S:3]([C:6]1[N:11]=[CH:10][C:9]([O:12][C@H:13]2[CH2:17][CH2:16][N:15]([CH:18]3[CH2:23][CH2:22][NH:21][CH2:20][CH2:19]3)[C:14]2=[O:24])=[CH:8][CH:7]=1)(=[O:5])=[O:4].CCN(C(C)C)C(C)C.Cl[C:35]1[N:40]=[CH:39][C:38]([CH2:41][CH3:42])=[CH:37][N:36]=1.O. The catalyst is CN(C=O)C.CCOC(C)=O. The product is [CH2:41]([C:38]1[CH:37]=[N:36][C:35]([N:21]2[CH2:22][CH2:23][CH:18]([N:15]3[CH2:16][CH2:17][C@H:13]([O:12][C:9]4[CH:10]=[N:11][C:6]([S:3]([CH3:2])(=[O:4])=[O:5])=[CH:7][CH:8]=4)[C:14]3=[O:24])[CH2:19][CH2:20]2)=[N:40][CH:39]=1)[CH3:42]. The yield is 0.300.